From a dataset of Reaction yield outcomes from USPTO patents with 853,638 reactions. Predict the reaction yield, written as a fraction of the theoretical maximum amount of product (1.0 means a 100% yield; for example, 0.34 means a 34% yield). The reactants are [NH:1]1[CH2:6][CH2:5][CH2:4][CH2:3][C@H:2]1[C:7]([O:9][CH2:10][CH2:11][O:12][C:13]1[CH:18]=[CH:17][C:16]([O:19][CH3:20])=[C:15]([O:21][CH3:22])[CH:14]=1)=[O:8].CCN(C(C)C)C(C)C.CN(C(ON1N=NC2C=CC=NC1=2)=[N+](C)C)C.F[P-](F)(F)(F)(F)F.[OH:56][C@@:57]1([C:64](=[O:68])[C:65](O)=[O:66])[CH2:62][CH2:61][CH2:60][CH2:59][C@H:58]1[CH3:63]. No catalyst specified. The product is [OH:56][C@@:57]1([C:64](=[O:68])[C:65]([N:1]2[CH2:6][CH2:5][CH2:4][CH2:3][CH:2]2[C:7]([O:9][CH2:10][CH2:11][O:12][C:13]2[CH:18]=[CH:17][C:16]([O:19][CH3:20])=[C:15]([O:21][CH3:22])[CH:14]=2)=[O:8])=[O:66])[CH2:62][CH2:61][CH2:60][CH2:59][C@H:58]1[CH3:63]. The yield is 0.620.